From a dataset of Forward reaction prediction with 1.9M reactions from USPTO patents (1976-2016). Predict the product of the given reaction. Given the reactants Br[C:2]1[C:10]2[N:9]3[CH2:11][CH2:12][NH:13][C:14](=[O:15])[C:8]3=[C:7]([CH3:16])[C:6]=2[CH:5]=[C:4]([F:17])[CH:3]=1.[F:18][C:19]1[CH:20]=[C:21](B(O)O)[CH:22]=[CH:23][CH:24]=1, predict the reaction product. The product is: [F:17][C:4]1[CH:3]=[C:2]([C:23]2[CH:22]=[CH:21][CH:20]=[C:19]([F:18])[CH:24]=2)[C:10]2[N:9]3[CH2:11][CH2:12][NH:13][C:14](=[O:15])[C:8]3=[C:7]([CH3:16])[C:6]=2[CH:5]=1.